From a dataset of Catalyst prediction with 721,799 reactions and 888 catalyst types from USPTO. Predict which catalyst facilitates the given reaction. (1) Reactant: [F:1][C:2]([F:21])([F:20])[CH:3]1[CH2:7][CH2:6][N:5]([C:8]2[CH:9]=[CH:10][C:11]3[N:17]4[CH2:18][C@H:14]([CH2:15][CH2:16]4)[NH:13][C:12]=3[N:19]=2)[CH2:4]1.[H-].[Na+].[N:24]1[CH:29]=[CH:28][CH:27]=[CH:26][C:25]=1[N:30]1C(=O)N2C=CC=CC2=N[C:31]1=[O:41].O. Product: [N:24]1[CH:29]=[CH:28][CH:27]=[CH:26][C:25]=1[NH:30][C:31]([N:13]1[C@@H:14]2[CH2:18][N:17]([CH2:16][CH2:15]2)[C:11]2[CH:10]=[CH:9][C:8]([N:5]3[CH2:6][CH2:7][CH:3]([C:2]([F:1])([F:20])[F:21])[CH2:4]3)=[N:19][C:12]1=2)=[O:41]. The catalyst class is: 7. (2) Reactant: Br[C:2]1[C:10]2[O:9][C:8]3[CH:11]=[CH:12][C:13]([C:15]#[N:16])=[CH:14][C:7]=3[C:6]=2[CH:5]=[C:4]([F:17])[C:3]=1[OH:18].[F:19][C:20]1[CH:25]=[CH:24][CH:23]=[CH:22][C:21]=1B(O)O.C(=O)([O-])[O-].[Na+].[Na+]. Product: [F:17][C:4]1[C:3]([OH:18])=[C:2]([C:21]2[CH:22]=[CH:23][CH:24]=[CH:25][C:20]=2[F:19])[C:10]2[O:9][C:8]3[CH:11]=[CH:12][C:13]([C:15]#[N:16])=[CH:14][C:7]=3[C:6]=2[CH:5]=1. The catalyst class is: 564. (3) Reactant: [Br:1][C:2]1[C:7]([C:8]2[C:9](=[O:25])[N:10]([CH2:23][CH3:24])[C:11]3[C:16]([CH:17]=2)=[CH:15][N:14]=[C:13]([NH:18][CH2:19][CH2:20][O:21][CH3:22])[CH:12]=3)=[CH:6][C:5]([NH:26][C:27]([NH:29][C:30]2[CH:35]=[CH:34][CH:33]=[CH:32][CH:31]=2)=[O:28])=[C:4]([F:36])[CH:3]=1.[CH3:37][S:38]([OH:41])(=[O:40])=[O:39]. Product: [CH3:37][S:38]([OH:41])(=[O:40])=[O:39].[Br:1][C:2]1[C:7]([C:8]2[C:9](=[O:25])[N:10]([CH2:23][CH3:24])[C:11]3[C:16]([CH:17]=2)=[CH:15][N:14]=[C:13]([NH:18][CH2:19][CH2:20][O:21][CH3:22])[CH:12]=3)=[CH:6][C:5]([NH:26][C:27]([NH:29][C:30]2[CH:35]=[CH:34][CH:33]=[CH:32][CH:31]=2)=[O:28])=[C:4]([F:36])[CH:3]=1. The catalyst class is: 23. (4) Reactant: [C:1]([O:5][C:6]([NH:8][C:9]1[CH:10]=[C:11]2[C:16](=[CH:17][CH:18]=1)[CH:15]=[C:14]([C:19]([O:21][CH3:22])=[O:20])[CH:13]=[CH:12]2)=[O:7])([CH3:4])([CH3:3])[CH3:2].C1C(=O)N([Br:30])C(=O)C1. Product: [C:1]([O:5][C:6]([NH:8][C:9]1[CH:18]=[CH:17][C:16]2[C:11](=[CH:12][CH:13]=[C:14]([C:19]([O:21][CH3:22])=[O:20])[CH:15]=2)[C:10]=1[Br:30])=[O:7])([CH3:4])([CH3:3])[CH3:2]. The catalyst class is: 23. (5) Reactant: [CH2:1]([N:8]1[C:16]2[C:11](=[CH:12][C:13]([NH:17][C:18]3[C:27]4[C:22](=[CH:23][CH:24]=[C:25](Br)[CH:26]=4)[N:21]=[CH:20][N:19]=3)=[CH:14][CH:15]=2)[CH:10]=[N:9]1)[C:2]1[CH:7]=[CH:6][CH:5]=[CH:4][CH:3]=1.C([Sn](CCCC)(CCCC)[C:34]1[O:35][C:36]([CH:39]2[O:43][CH2:42][CH2:41][O:40]2)=[CH:37][CH:38]=1)CCC. Product: [CH2:1]([N:8]1[C:16]2[C:11](=[CH:12][C:13]([NH:17][C:18]3[C:27]4[C:22](=[CH:23][CH:24]=[C:25]([C:34]5[O:35][C:36]([CH:39]6[O:43][CH2:42][CH2:41][O:40]6)=[CH:37][CH:38]=5)[CH:26]=4)[N:21]=[CH:20][N:19]=3)=[CH:14][CH:15]=2)[CH:10]=[N:9]1)[C:2]1[CH:7]=[CH:6][CH:5]=[CH:4][CH:3]=1. The catalyst class is: 12. (6) Reactant: Br[C:2]1[CH:23]=[CH:22][C:5]2[C:6]3[N:7]([CH:11]=[C:12]([C:14]4[N:18]([CH:19]([CH3:21])[CH3:20])[N:17]=[CH:16][N:15]=4)[N:13]=3)[CH2:8][CH2:9][O:10][C:4]=2[CH:3]=1.[CH2:24]([N:26]([CH2:43][CH3:44])[CH2:27][CH2:28][N:29]1[CH:33]=[C:32](B2OC(C)(C)C(C)(C)O2)[CH:31]=[N:30]1)[CH3:25].C(=O)([O-])[O-].[K+].[K+].C(#N)C. The catalyst class is: 84. Product: [CH2:43]([N:26]([CH2:24][CH3:25])[CH2:27][CH2:28][N:29]1[CH:33]=[C:32]([C:2]2[CH:23]=[CH:22][C:5]3[C:6]4[N:7]([CH:11]=[C:12]([C:14]5[N:18]([CH:19]([CH3:21])[CH3:20])[N:17]=[CH:16][N:15]=5)[N:13]=4)[CH2:8][CH2:9][O:10][C:4]=3[CH:3]=2)[CH:31]=[N:30]1)[CH3:44].